From a dataset of Full USPTO retrosynthesis dataset with 1.9M reactions from patents (1976-2016). Predict the reactants needed to synthesize the given product. (1) Given the product [OH:18][CH2:2][C:1]([C:4]1[C:12]2[C:7](=[CH:8][CH:9]=[CH:10][CH:11]=2)[N:6]([CH2:13][C:14]([OH:16])=[O:15])[N:5]=1)=[O:3], predict the reactants needed to synthesize it. The reactants are: [C:1]([C:4]1[C:12]2[C:7](=[CH:8][CH:9]=[CH:10][CH:11]=2)[N:6]([CH2:13][C:14]([OH:16])=[O:15])[N:5]=1)(=[O:3])[CH3:2].C(O)(C(F)(F)F)=[O:18].FC(F)(F)C(OC1C(OC(=O)C(F)(F)F)=C(I)C=CC=1)=O. (2) Given the product [CH2:1]([O:3][C:4]([C:6]1[C:7]2[O:14][C:13]([C:15]([OH:17])=[O:16])=[C:12]([NH:25][C:26]3[CH:31]=[CH:30][C:29]([Si:32]([CH3:35])([CH3:34])[CH3:33])=[CH:28][C:27]=3[F:36])[C:8]=2[CH:9]=[N:10][CH:11]=1)=[O:5])[CH3:2], predict the reactants needed to synthesize it. The reactants are: [CH2:1]([O:3][C:4]([C:6]1[C:7]2[O:14][C:13]([C:15]([O:17]CC3C=CC=CC=3)=[O:16])=[C:12]([NH:25][C:26]3[CH:31]=[CH:30][C:29]([Si:32]([CH3:35])([CH3:34])[CH3:33])=[CH:28][C:27]=3[F:36])[C:8]=2[CH:9]=[N:10][CH:11]=1)=[O:5])[CH3:2].